Dataset: Peptide-MHC class I binding affinity with 185,985 pairs from IEDB/IMGT. Task: Regression. Given a peptide amino acid sequence and an MHC pseudo amino acid sequence, predict their binding affinity value. This is MHC class I binding data. The peptide sequence is DVSRPTTVM. The MHC is HLA-A02:02 with pseudo-sequence HLA-A02:02. The binding affinity (normalized) is 0.0368.